This data is from Full USPTO retrosynthesis dataset with 1.9M reactions from patents (1976-2016). The task is: Predict the reactants needed to synthesize the given product. (1) Given the product [CH2:46]([NH:51][C:43](=[O:44])[NH:1][C:2]1[CH:32]=[CH:31][C:5]([C:6]([N:8]2[CH2:13][CH2:12][N:11]([CH2:14][C:15]3[CH:16]=[C:17]([CH:28]=[CH:29][CH:30]=3)[C:18]([NH:20][C:21]([CH3:27])([CH3:26])[C:22]([F:24])([F:25])[F:23])=[O:19])[CH2:10][CH2:9]2)=[O:7])=[CH:4][CH:3]=1)[C:47]([CH3:50])([CH3:49])[CH3:48], predict the reactants needed to synthesize it. The reactants are: [NH2:1][C:2]1[CH:32]=[CH:31][C:5]([C:6]([N:8]2[CH2:13][CH2:12][N:11]([CH2:14][C:15]3[CH:16]=[C:17]([CH:28]=[CH:29][CH:30]=3)[C:18]([NH:20][C:21]([CH3:27])([CH3:26])[C:22]([F:25])([F:24])[F:23])=[O:19])[CH2:10][CH2:9]2)=[O:7])=[CH:4][CH:3]=1.C1C([N+]([O-])=O)=CC=C([Cl-][C:43]([O-])=[O:44])C=1.[CH2:46]([NH2:51])[C:47]([CH3:50])([CH3:49])[CH3:48]. (2) Given the product [F:28][C:19]1[CH:18]=[C:17]([C:14]2[S:13][C:12]([C:2]3[CH:7]=[CH:6][C:5]([CH3:8])=[CH:4][CH:3]=3)=[CH:16][CH:15]=2)[CH:22]=[CH:21][C:20]=1[CH2:23][CH2:24][CH2:25][CH2:26][CH3:27], predict the reactants needed to synthesize it. The reactants are: B(O)(O)[C:2]1[CH:3]=[CH:4][C:5]([CH3:8])=[CH:6][CH:7]=1.Br[C:12]1[S:13][C:14]([C:17]2[CH:22]=[CH:21][C:20]([CH2:23][CH2:24][CH2:25][CH2:26][CH3:27])=[C:19]([F:28])[CH:18]=2)=[CH:15][CH:16]=1.C(=O)([O-])O.[Na+].C1(C)C=CC=CC=1. (3) Given the product [Br:1][C:2]1[CH:3]=[C:4]2[NH:9][C:13]([C:12]3[CH:16]=[C:17]([N+:20]([O-:22])=[O:21])[CH:18]=[CH:19][C:11]=3[Cl:10])=[N:8][C:5]2=[N:6][CH:7]=1, predict the reactants needed to synthesize it. The reactants are: [Br:1][C:2]1[CH:3]=[C:4]([NH2:9])[C:5]([NH2:8])=[N:6][CH:7]=1.[Cl:10][C:11]1[CH:19]=[CH:18][C:17]([N+:20]([O-:22])=[O:21])=[CH:16][C:12]=1[C:13](O)=O. (4) Given the product [Br:19][C:7]1[CH:6]=[C:5]([NH2:8])[C:4]([NH2:9])=[CH:3][C:2]=1[CH3:1], predict the reactants needed to synthesize it. The reactants are: [CH3:1][C:2]1[CH:7]=[CH:6][C:5]([NH2:8])=[C:4]([N+:9]([O-])=O)[CH:3]=1.C1C(=O)N([Br:19])C(=O)C1. (5) Given the product [Cl:1][C:2]1[CH:7]=[CH:6][N:5]=[C:4]([C:8](=[O:19])[C:9]([C:11]2[CH:16]=[CH:15][C:14]([OH:17])=[CH:13][CH:12]=2)=[O:10])[CH:3]=1, predict the reactants needed to synthesize it. The reactants are: [Cl:1][C:2]1[CH:7]=[CH:6][N:5]=[C:4]([C:8](=[O:19])[C:9]([C:11]2[CH:16]=[CH:15][C:14]([O:17]C)=[CH:13][CH:12]=2)=[O:10])[CH:3]=1.B(Br)(Br)Br.O.C(=O)([O-])O.[Na+]. (6) Given the product [C:44]([O:43][C:41]([N:32]1[CH2:31][CH2:30][C:29]2[C:34](=[CH:35][C:36]([C:37]([OH:39])=[O:38])=[C:27]([C:20]3[N:21]([CH3:22])[C:26]([CH3:25])=[C:18]([C:16](=[O:17])[N:15]([CH3:48])[C:12]4[CH:13]=[CH:14][CH:9]=[CH:10][CH:11]=4)[CH:19]=3)[CH:28]=2)[CH2:33]1)=[O:42])([CH3:47])([CH3:45])[CH3:46], predict the reactants needed to synthesize it. The reactants are: C(O[C:9]1[CH:14]=[CH:13][C:12]([N:15]([CH3:48])[C:16]([C:18]2[CH:19]=[C:20]([C:27]3[CH:28]=[C:29]4[C:34](=[CH:35][C:36]=3[C:37]([O:39]C)=[O:38])[CH2:33][N:32]([C:41]([O:43][C:44]([CH3:47])([CH3:46])[CH3:45])=[O:42])[CH2:31][CH2:30]4)[N:21]3[C:26]=2[CH2:25]CC[CH2:22]3)=[O:17])=[CH:11][CH:10]=1)C1C=CC=CC=1.CN1C(C)=C(C(=O)N(C)C2C=CC=CC=2)C=C1C1C=C2C(=CC=1C(OC)=O)CN(C(OC(C)(C)C)=O)CC2. (7) The reactants are: [CH:1]([Mg]Br)=[CH2:2].[Br:5][C:6]1[CH:11]=[CH:10][C:9]([F:12])=[CH:8][C:7]=1[N+:13]([O-])=O.[NH4+].[Cl-]. Given the product [Br:5][C:6]1[CH:11]=[CH:10][C:9]([F:12])=[C:8]2[C:7]=1[NH:13][CH:2]=[CH:1]2, predict the reactants needed to synthesize it.